This data is from CYP2C19 inhibition data for predicting drug metabolism from PubChem BioAssay. The task is: Regression/Classification. Given a drug SMILES string, predict its absorption, distribution, metabolism, or excretion properties. Task type varies by dataset: regression for continuous measurements (e.g., permeability, clearance, half-life) or binary classification for categorical outcomes (e.g., BBB penetration, CYP inhibition). Dataset: cyp2c19_veith. (1) The compound is CC(C)CN1CCC2(CC1)CCN(C(=O)c1cnccn1)CC2. The result is 0 (non-inhibitor). (2) The compound is C[C@H]1COC(=O)C/C=C\[C@@H](C)COC(=O)[C@H]2CCCN2C1=O. The result is 0 (non-inhibitor). (3) The drug is Nc1nc(-c2ccccc2)cc(-c2ccccc2O)n1. The result is 1 (inhibitor). (4) The drug is [N-]=[N+]=CC(=O)CC[C@H](N)C(=O)O. The result is 0 (non-inhibitor). (5) The molecule is Cc1ccc(OC(=O)c2cccc(C(=O)Oc3ccc(C)cn3)n2)nc1. The result is 0 (non-inhibitor).